This data is from NCI-60 drug combinations with 297,098 pairs across 59 cell lines. The task is: Regression. Given two drug SMILES strings and cell line genomic features, predict the synergy score measuring deviation from expected non-interaction effect. Drug 1: C1=CC(=CC=C1CCCC(=O)O)N(CCCl)CCCl. Drug 2: CCC1(CC2CC(C3=C(CCN(C2)C1)C4=CC=CC=C4N3)(C5=C(C=C6C(=C5)C78CCN9C7C(C=CC9)(C(C(C8N6C)(C(=O)OC)O)OC(=O)C)CC)OC)C(=O)OC)O.OS(=O)(=O)O. Cell line: COLO 205. Synergy scores: CSS=72.0, Synergy_ZIP=-2.06, Synergy_Bliss=-8.36, Synergy_Loewe=-9.43, Synergy_HSA=-8.46.